The task is: Predict which catalyst facilitates the given reaction.. This data is from Catalyst prediction with 721,799 reactions and 888 catalyst types from USPTO. (1) Reactant: [N:1]1[CH:6]=[CH:5][C:4]([C:7]2[C:8]3[S:16][CH:15]=[CH:14][C:9]=3[C:10](=[O:13])[NH:11][N:12]=2)=[CH:3][CH:2]=1.[N:17]1[C:26]2[C:21](=[CH:22][CH:23]=[CH:24][CH:25]=2)[CH:20]=[CH:19][C:18]=1[CH2:27][CH2:28]O.C1C=CC(P(C2C=CC=CC=2)C2C=CC=CC=2)=CC=1.CCOC(/N=N/C(OCC)=O)=O. Product: [N:1]1[CH:2]=[CH:3][C:4]([C:7]2[C:8]3[S:16][CH:15]=[CH:14][C:9]=3[C:10](=[O:13])[N:11]([CH2:28][CH2:27][C:18]3[CH:19]=[CH:20][C:21]4[C:26](=[CH:25][CH:24]=[CH:23][CH:22]=4)[N:17]=3)[N:12]=2)=[CH:5][CH:6]=1. The catalyst class is: 2. (2) Reactant: [CH3:1][C:2]1[N:7]2[N:8]=[N:9][N:10]=[C:6]2[C:5]([N+:11]([O-])=O)=[C:4]([NH:14][CH2:15][CH2:16][NH:17][C:18](=[O:24])[O:19][C:20]([CH3:23])([CH3:22])[CH3:21])[C:3]=1[CH3:25].C1(C)C=CC=CC=1. Product: [NH2:11][C:5]1[C:6]2[N:7]([N:8]=[N:9][N:10]=2)[C:2]([CH3:1])=[C:3]([CH3:25])[C:4]=1[NH:14][CH2:15][CH2:16][NH:17][C:18](=[O:24])[O:19][C:20]([CH3:21])([CH3:22])[CH3:23]. The catalyst class is: 41. (3) Reactant: [CH2:1]([Mg]Cl)[CH3:2].[C:5]([NH:8][C:9]1[CH:20]=[CH:19][C:12]([C:13](N(OC)C)=[O:14])=[CH:11][N:10]=1)(=[O:7])[CH3:6]. Product: [C:13]([C:12]1[CH:19]=[CH:20][C:9]([NH:8][C:5](=[O:7])[CH3:6])=[N:10][CH:11]=1)(=[O:14])[CH2:1][CH3:2]. The catalyst class is: 1. (4) Reactant: [CH3:1][O:2][C:3](=[O:21])[C:4]1[CH:9]=[C:8]([C:10]2[CH:19]=[CH:18][C:17]3[NH:16][C:15](=[O:20])[CH2:14][CH2:13][C:12]=3[N:11]=2)[CH:7]=[N:6][CH:5]=1.[H-].[Na+].[CH3:24]I.O. Product: [CH3:1][O:2][C:3](=[O:21])[C:4]1[CH:9]=[C:8]([C:10]2[CH:19]=[CH:18][C:17]3[N:16]([CH3:24])[C:15](=[O:20])[CH2:14][CH2:13][C:12]=3[N:11]=2)[CH:7]=[N:6][CH:5]=1. The catalyst class is: 1.